From a dataset of Reaction yield outcomes from USPTO patents with 853,638 reactions. Predict the reaction yield, written as a fraction of the theoretical maximum amount of product (1.0 means a 100% yield; for example, 0.34 means a 34% yield). (1) The reactants are [CH:1]1([C:4]([NH:6][C:7]2[N:8]=[C:9]3[CH:14]=[CH:13][C:12]([O:15][C:16]4[CH:17]=[C:18]([CH:22]=[CH:23][CH:24]=4)[C:19]([OH:21])=O)=[N:11][N:10]3[CH:25]=2)=[O:5])[CH2:3][CH2:2]1.[NH2:26][C:27]1[CH:28]=[C:29]([C:33]([CH3:37])([CH3:36])[C:34]#[N:35])[CH:30]=[CH:31][CH:32]=1.Cl.CN(C)CCCN=C=NCC. The catalyst is CN(C)C1C=CN=CC=1.N1C=CC=CC=1. The product is [C:34]([C:33]([C:29]1[CH:28]=[C:27]([NH:26][C:19](=[O:21])[C:18]2[CH:22]=[CH:23][CH:24]=[C:16]([O:15][C:12]3[CH:13]=[CH:14][C:9]4[N:10]([CH:25]=[C:7]([NH:6][C:4]([CH:1]5[CH2:2][CH2:3]5)=[O:5])[N:8]=4)[N:11]=3)[CH:17]=2)[CH:32]=[CH:31][CH:30]=1)([CH3:37])[CH3:36])#[N:35]. The yield is 0.450. (2) The reactants are [CH3:1][N:2]1[C:6]([C:7]2[CH:8]=[C:9]([C:13]([OH:15])=O)[S:10][C:11]=2[CH3:12])=[C:5]([CH3:16])[CH:4]=[N:3]1.[NH2:17][C@@H:18]([CH2:31][C:32]1[CH:37]=[CH:36][CH:35]=[C:34]([C:38]([F:41])([F:40])[F:39])[CH:33]=1)[CH2:19][N:20]1[C:28](=[O:29])[C:27]2[C:22](=[CH:23][CH:24]=[CH:25][CH:26]=2)[C:21]1=[O:30].CC(OC(N[C@H](C(O)=O)CC1C=CC=CC=1C(F)(F)F)=O)(C)C.C1CN([P+](Br)(N2CCCC2)N2CCCC2)CC1.F[P-](F)(F)(F)(F)F.CCN(C(C)C)C(C)C. The catalyst is C(Cl)(Cl)Cl. The product is [CH3:1][N:2]1[C:6]([C:7]2[CH:8]=[C:9]([C:13]([NH:17][C@@H:18]([CH2:31][C:32]3[CH:37]=[CH:36][CH:35]=[C:34]([C:38]([F:41])([F:39])[F:40])[CH:33]=3)[CH2:19][N:20]3[C:21](=[O:30])[C:22]4[C:27](=[CH:26][CH:25]=[CH:24][CH:23]=4)[C:28]3=[O:29])=[O:15])[S:10][C:11]=2[CH3:12])=[C:5]([CH3:16])[CH:4]=[N:3]1. The yield is 0.800. (3) The reactants are [CH2:1]1[CH:5]2[CH2:6][NH:7][CH2:8][CH:4]2[CH2:3][N:2]1[C:9]1[CH:10]=[N:11][C:12]([O:18][C:19]2[CH:24]=[CH:23][C:22]([O:25][C:26]3[CH:31]=[CH:30][CH:29]=[CH:28][CH:27]=3)=[CH:21][CH:20]=2)=[C:13]([CH:17]=1)[C:14]([NH2:16])=[O:15].C(N(CC)C(C)C)(C)C.[C:41](Cl)(=[O:45])/[CH:42]=[CH:43]/[CH3:44]. The catalyst is C(Cl)Cl. The product is [C:41]([N:7]1[CH2:6][CH:5]2[CH2:1][N:2]([C:9]3[CH:10]=[N:11][C:12]([O:18][C:19]4[CH:20]=[CH:21][C:22]([O:25][C:26]5[CH:27]=[CH:28][CH:29]=[CH:30][CH:31]=5)=[CH:23][CH:24]=4)=[C:13]([CH:17]=3)[C:14]([NH2:16])=[O:15])[CH2:3][CH:4]2[CH2:8]1)(=[O:45])/[CH:42]=[CH:43]/[CH3:44]. The yield is 0.261.